This data is from Forward reaction prediction with 1.9M reactions from USPTO patents (1976-2016). The task is: Predict the product of the given reaction. (1) Given the reactants C(OC([N:8]1[CH2:13][CH2:12][CH:11]([C:14]2[CH:19]=[CH:18][CH:17]=[C:16]([F:20])[C:15]=2[Cl:21])[CH2:10][CH2:9]1)=O)(C)(C)C.Cl, predict the reaction product. The product is: [ClH:21].[Cl:21][C:15]1[C:16]([F:20])=[CH:17][CH:18]=[CH:19][C:14]=1[CH:11]1[CH2:12][CH2:13][NH:8][CH2:9][CH2:10]1. (2) The product is: [CH3:13][NH:12][CH2:11][CH2:10][CH:9]([C:21]1[CH:22]=[CH:23][CH:24]=[CH:25][CH:26]=1)[O:8][C:7]1[CH:27]=[CH:28][C:4]([CH2:3][CH2:2][OH:1])=[CH:5][CH:6]=1. Given the reactants [OH:1][CH2:2][CH2:3][C:4]1[CH:28]=[CH:27][C:7]([O:8][CH:9]([C:21]2[CH:26]=[CH:25][CH:24]=[CH:23][CH:22]=2)[CH2:10][CH2:11][N:12](C)[C:13](=O)OC(C)(C)C)=[CH:6][CH:5]=1.C(O)(C(F)(F)F)=O, predict the reaction product.